Dataset: Full USPTO retrosynthesis dataset with 1.9M reactions from patents (1976-2016). Task: Predict the reactants needed to synthesize the given product. (1) Given the product [NH3:7].[CH2:51]([O:58][C:59]1[CH:64]=[CH:63][C:62]([C@@H:65]([O:68][Si:69]([C:72]([CH3:75])([CH3:74])[CH3:73])([CH3:71])[CH3:70])[CH2:66][NH:7][CH2:8][CH2:9][C:10]2[CH:11]=[CH:12][C:13]([O:16][CH2:17][CH2:18][C:19]3[CH:24]=[CH:23][C:22]([O:25][CH2:26][C:27]4[CH:28]=[CH:29][CH:30]=[CH:31][CH:32]=4)=[C:21]([C@@H:33]([C:43]4[CH:44]=[CH:45][CH:46]=[CH:47][CH:48]=4)[CH2:34][CH2:35][N:36]([CH:37]([CH3:39])[CH3:38])[CH:40]([CH3:42])[CH3:41])[CH:20]=3)=[CH:14][CH:15]=2)=[CH:61][C:60]=1[CH2:76][OH:77])[C:52]1[CH:57]=[CH:56][CH:55]=[CH:54][CH:53]=1, predict the reactants needed to synthesize it. The reactants are: C(OC(=O)[NH:7][CH2:8][CH2:9][C:10]1[CH:15]=[CH:14][C:13]([O:16][CH2:17][CH2:18][C:19]2[CH:24]=[CH:23][C:22]([O:25][CH2:26][C:27]3[CH:32]=[CH:31][CH:30]=[CH:29][CH:28]=3)=[C:21]([C@@H:33]([C:43]3[CH:48]=[CH:47][CH:46]=[CH:45][CH:44]=3)[CH2:34][CH2:35][N:36]([CH:40]([CH3:42])[CH3:41])[CH:37]([CH3:39])[CH3:38])[CH:20]=2)=[CH:12][CH:11]=1)(C)(C)C.Cl.[CH2:51]([O:58][C:59]1[CH:64]=[CH:63][C:62]([C@@H:65]([O:68][Si:69]([C:72]([CH3:75])([CH3:74])[CH3:73])([CH3:71])[CH3:70])[CH2:66]Br)=[CH:61][C:60]=1[CH2:76][OH:77])[C:52]1[CH:57]=[CH:56][CH:55]=[CH:54][CH:53]=1.C(=O)([O-])O.[Na+]. (2) Given the product [Cl:39][C:33]1[CH:34]=[N:35][CH:36]=[C:37]([Cl:38])[C:32]=1[NH:31][C:19]([C:6]1[C:7]2[C:8]3[CH2:9][CH2:10][N:11]([CH3:18])[C:12](=[O:17])[C:13]=3[N:14]([CH3:16])[C:15]=2[C:3]([O:2][CH3:1])=[CH:4][CH:5]=1)=[O:21], predict the reactants needed to synthesize it. The reactants are: [CH3:1][O:2][C:3]1[C:15]2[N:14]([CH3:16])[C:13]3[C:12](=[O:17])[N:11]([CH3:18])[CH2:10][CH2:9][C:8]=3[C:7]=2[C:6]([C:19]([O:21]C2C=CC([N+]([O-])=O)=CC=2)=O)=[CH:5][CH:4]=1.[NH2:31][C:32]1[C:37]([Cl:38])=[CH:36][N:35]=[CH:34][C:33]=1[Cl:39].[H-].[Na+].Cl. (3) Given the product [N:23]1([CH2:24][CH2:25][C:26]#[C:8][C:6]2[CH:5]=[CH:4][CH:3]=[C:2]([CH2:29][N:30]3[CH2:31][CH2:18][CH2:17][CH2:16][CH2:15]3)[N:7]=2)[CH2:22][CH2:14][CH2:13][CH2:12][CH2:11]1, predict the reactants needed to synthesize it. The reactants are: Br[C:2]1[N:7]=[C:6]([CH:8]=O)[CH:5]=[CH:4][CH:3]=1.[Li][CH2:11][CH2:12][CH2:13][CH3:14].[CH2:15]([Mg]Cl)[CH2:16][CH2:17][CH3:18].Br[C:22]1C=[CH:26][CH:25]=[C:24](Br)[N:23]=1.[CH3:29][N:30](C=O)[CH3:31].C(O)(=O)CC(CC(O)=O)(C(O)=O)O. (4) The reactants are: [CH:1]([O:4][C:5]([N:7]1[CH2:12][CH2:11][CH:10]([O:13][C@@H:14]([C:16]2[N:20]=[C:19]([C:21]3[CH:22]=[N:23][C:24](Cl)=[N:25][CH:26]=3)[O:18][N:17]=2)[CH3:15])[CH2:9][CH2:8]1)=[O:6])([CH3:3])[CH3:2].[C:28]([O:32][C:33](=[O:49])[NH:34][C@@H:35]1[C@@H:39]([C:40]2[CH:45]=[C:44]([F:46])[C:43]([F:47])=[CH:42][C:41]=2[F:48])[CH2:38][NH:37][CH2:36]1)([CH3:31])([CH3:30])[CH3:29].C1CCN2C(=NCCC2)CC1. Given the product [CH:1]([O:4][C:5]([N:7]1[CH2:12][CH2:11][CH:10]([O:13][C@@H:14]([C:16]2[N:20]=[C:19]([C:21]3[CH:22]=[N:23][C:24]([N:37]4[CH2:38][C@H:39]([C:40]5[CH:45]=[C:44]([F:46])[C:43]([F:47])=[CH:42][C:41]=5[F:48])[C@@H:35]([NH:34][C:33]([O:32][C:28]([CH3:31])([CH3:30])[CH3:29])=[O:49])[CH2:36]4)=[N:25][CH:26]=3)[O:18][N:17]=2)[CH3:15])[CH2:9][CH2:8]1)=[O:6])([CH3:3])[CH3:2], predict the reactants needed to synthesize it. (5) Given the product [F:16][C:17]([F:26])([F:27])[C:18]1[CH:23]=[CH:22][C:21]([CH2:24][N:1]2[CH2:2][CH2:3][CH:4]([NH:7][C:8]3[N:13]=[N:12][C:11]([C:14]#[N:15])=[CH:10][CH:9]=3)[CH2:5][CH2:6]2)=[CH:20][CH:19]=1, predict the reactants needed to synthesize it. The reactants are: [NH:1]1[CH2:6][CH2:5][CH:4]([NH:7][C:8]2[N:13]=[N:12][C:11]([C:14]#[N:15])=[CH:10][CH:9]=2)[CH2:3][CH2:2]1.[F:16][C:17]([F:27])([F:26])[C:18]1[CH:23]=[CH:22][C:21]([CH:24]=O)=[CH:20][CH:19]=1.C(O[BH-](OC(=O)C)OC(=O)C)(=O)C.[Na+].C(=O)([O-])O.[Na+].